Predict the reactants needed to synthesize the given product. From a dataset of Full USPTO retrosynthesis dataset with 1.9M reactions from patents (1976-2016). (1) The reactants are: [N:1]1[CH:6]=[CH:5][CH:4]=[C:3]([C:7]2[CH2:12][CH2:11][CH2:10][C:9](=[O:13])[CH:8]=2)[CH:2]=1.[BH4-].[Na+]. Given the product [N:1]1[CH:6]=[CH:5][CH:4]=[C:3]([C@H:7]2[CH2:12][CH2:11][CH2:10][C@H:9]([OH:13])[CH2:8]2)[CH:2]=1, predict the reactants needed to synthesize it. (2) Given the product [CH2:24]([NH:12][C:10]1[CH:9]=[CH:8][C:6]2[O:7][C:2]([F:1])([F:15])[C:3]([F:13])([F:14])[O:4][C:5]=2[CH:11]=1)[C:23]#[CH:22], predict the reactants needed to synthesize it. The reactants are: [F:1][C:2]1([F:15])[O:7][C:6]2[CH:8]=[CH:9][C:10]([NH2:12])=[CH:11][C:5]=2[O:4][C:3]1([F:14])[F:13].C(=O)([O-])[O-].[K+].[K+].[CH2:22](Br)[C:23]#[CH:24].C1(C)C=CC=CC=1.